Dataset: CYP2D6 inhibition data for predicting drug metabolism from PubChem BioAssay. Task: Regression/Classification. Given a drug SMILES string, predict its absorption, distribution, metabolism, or excretion properties. Task type varies by dataset: regression for continuous measurements (e.g., permeability, clearance, half-life) or binary classification for categorical outcomes (e.g., BBB penetration, CYP inhibition). Dataset: cyp2d6_veith. (1) The molecule is Cc1nc2c(C)cccn2c1/C(O)=C1\C(=O)C(=O)N(CCN(C)C)C1c1ccncc1. The result is 0 (non-inhibitor). (2) The drug is Cc1cc(NC(=O)c2ccc(S(=O)(=O)N(C)C)cc2)n(-c2ccccn2)n1. The result is 0 (non-inhibitor). (3) The compound is COCCn1c(=O)c(-c2cc(F)cc(F)c2)nc2cnc(Nc3cccc(OC)c3)nc21. The result is 0 (non-inhibitor). (4) The compound is O=C(/C(=C/c1ccc(Cl)cc1)c1nc2ccccc2[nH]1)c1ccccc1. The result is 0 (non-inhibitor).